From a dataset of Reaction yield outcomes from USPTO patents with 853,638 reactions. Predict the reaction yield, written as a fraction of the theoretical maximum amount of product (1.0 means a 100% yield; for example, 0.34 means a 34% yield). (1) The reactants are Br[C:2]1[CH:3]=[C:4]([C:7]([O:9][CH3:10])=[O:8])[S:5][CH:6]=1.C([O-])([O-])=O.[K+].[K+].[CH2:17]([N:20]1[C:24](B2OC(C)(C)C(C)(C)O2)=[CH:23][CH:22]=[N:21]1)[CH2:18][CH3:19]. The catalyst is O1CCOCC1.O.C1C=CC([P]([Pd]([P](C2C=CC=CC=2)(C2C=CC=CC=2)C2C=CC=CC=2)([P](C2C=CC=CC=2)(C2C=CC=CC=2)C2C=CC=CC=2)[P](C2C=CC=CC=2)(C2C=CC=CC=2)C2C=CC=CC=2)(C2C=CC=CC=2)C2C=CC=CC=2)=CC=1. The product is [CH2:17]([N:20]1[C:24]([C:2]2[CH:3]=[C:4]([C:7]([O:9][CH3:10])=[O:8])[S:5][CH:6]=2)=[CH:23][CH:22]=[N:21]1)[CH2:18][CH3:19]. The yield is 0.700. (2) The reactants are [C:1]([C:12]1[CH:21]=[CH:20][C:19]2[C:14](=[CH:15][CH:16]=[C:17]([O:22]C)[CH:18]=2)[CH:13]=1)(=O)[CH2:2][CH2:3][CH2:4][CH2:5][CH2:6][CH2:7][CH2:8][CH2:9][CH3:10].[OH-].[K+].O.NN.O. The catalyst is C(O)COCCO. The product is [CH2:1]([C:12]1[CH:13]=[C:14]2[C:19](=[CH:20][CH:21]=1)[CH:18]=[C:17]([OH:22])[CH:16]=[CH:15]2)[CH2:2][CH2:3][CH2:4][CH2:5][CH2:6][CH2:7][CH2:8][CH2:9][CH3:10]. The yield is 0.900. (3) The reactants are Cl[CH2:2][C:3]1[CH:28]=[CH:27][C:6]([C:7]([NH:9][C:10]2[S:11][C:12]3[C:18]([N:19]4[CH2:24][CH2:23][O:22][CH2:21][CH2:20]4)=[CH:17][CH:16]=[C:15]([O:25][CH3:26])[C:13]=3[N:14]=2)=[O:8])=[CH:5][CH:4]=1.[CH3:29][O-:30].[Na+]. The yield is 0.410. The product is [CH3:29][O:30][CH2:2][C:3]1[CH:28]=[CH:27][C:6]([C:7]([NH:9][C:10]2[S:11][C:12]3[C:18]([N:19]4[CH2:24][CH2:23][O:22][CH2:21][CH2:20]4)=[CH:17][CH:16]=[C:15]([O:25][CH3:26])[C:13]=3[N:14]=2)=[O:8])=[CH:5][CH:4]=1. The catalyst is C1COCC1. (4) The reactants are FC(F)(F)S(O[C:7]1[C:12]([CH3:13])=[CH:11][C:10]([N+:14]([O-:16])=[O:15])=[CH:9][C:8]=1[Br:17])(=O)=O.[CH2:20](C([Sn])=C(CCCC)CCCC)[CH2:21]CC.[Li+].[Cl-].[OH-].[Na+]. The catalyst is CN(C=O)C. The product is [Br:17][C:8]1[CH:9]=[C:10]([N+:14]([O-:16])=[O:15])[CH:11]=[C:12]([CH3:13])[C:7]=1[CH:20]=[CH2:21]. The yield is 0.300. (5) The reactants are [CH:1]1([N:4]=[C:5]=[S:6])[CH2:3][CH2:2]1.[Cl:7][C:8]1[CH:9]=[C:10]([C:14]2[O:18][N:17]=[C:16]([CH:19]3[CH2:23][CH2:22][CH2:21][NH:20]3)[CH:15]=2)[CH:11]=[CH:12][CH:13]=1. The catalyst is ClCCl. The product is [CH:1]1([NH:4][C:5]([N:20]2[CH2:21][CH2:22][CH2:23][CH:19]2[C:16]2[CH:15]=[C:14]([C:10]3[CH:11]=[CH:12][CH:13]=[C:8]([Cl:7])[CH:9]=3)[O:18][N:17]=2)=[S:6])[CH2:3][CH2:2]1. The yield is 0.560.